This data is from Catalyst prediction with 721,799 reactions and 888 catalyst types from USPTO. The task is: Predict which catalyst facilitates the given reaction. (1) Reactant: [CH2:1]([C:3]1[N:7]2[N:8]=[C:9]([CH3:28])[C:10]([C:20]3[CH:25]=[CH:24][C:23]([O:26][CH3:27])=[CH:22][CH:21]=3)=[C:11]([C:12]3[CH:19]=[CH:18][C:15]([C:16]#[N:17])=[CH:14][CH:13]=3)[C:6]2=[CH:5][CH:4]=1)[CH3:2].[OH-:29].[Na+].OO. Product: [CH2:1]([C:3]1[N:7]2[N:8]=[C:9]([CH3:28])[C:10]([C:20]3[CH:25]=[CH:24][C:23]([O:26][CH3:27])=[CH:22][CH:21]=3)=[C:11]([C:12]3[CH:19]=[CH:18][C:15]([C:16]([NH2:17])=[O:29])=[CH:14][CH:13]=3)[C:6]2=[CH:5][CH:4]=1)[CH3:2]. The catalyst class is: 9. (2) The catalyst class is: 134. Product: [CH2:14]([C:6]1[CH:5]=[CH:4][C:3]2[C:8](=[C:9]([O:12][CH3:13])[CH:10]=[CH:11][C:2]=2[C:21](=[O:24])[CH2:22][CH3:23])[N:7]=1)[CH3:15]. Reactant: Br[C:2]1[CH:11]=[CH:10][C:9]([O:12][CH3:13])=[C:8]2[C:3]=1[CH:4]=[CH:5][C:6]([CH2:14][CH3:15])=[N:7]2.C([Li])CCC.[C:21](O[C:21](=[O:24])[CH2:22][CH3:23])(=[O:24])[CH2:22][CH3:23].[Cl-].[NH4+]. (3) Reactant: C(OC([N:8]([CH2:19][CH2:20][C:21]1[CH:42]=[CH:41][C:24]([CH2:25][C:26]2[CH:40]=[CH:39][C:29]([O:30][CH2:31][C:32]([O:34]C(C)(C)C)=[O:33])=[CH:28][CH:27]=2)=[CH:23][CH:22]=1)[CH2:9][C@@H:10]([C:12]1[CH:17]=[CH:16][CH:15]=[C:14]([Cl:18])[CH:13]=1)[OH:11])=O)(C)(C)C.Cl.O1CCCC1. Product: [ClH:18].[Cl:18][C:14]1[CH:13]=[C:12]([C@@H:10]([OH:11])[CH2:9][NH:8][CH2:19][CH2:20][C:21]2[CH:42]=[CH:41][C:24]([CH2:25][C:26]3[CH:27]=[CH:28][C:29]([O:30][CH2:31][C:32]([OH:34])=[O:33])=[CH:39][CH:40]=3)=[CH:23][CH:22]=2)[CH:17]=[CH:16][CH:15]=1. The catalyst class is: 12. (4) Reactant: [CH2:1]([O:8][C:9](=[O:13])[C@H:10]([CH3:12])[NH2:11])[C:2]1[CH:7]=[CH:6][CH:5]=[CH:4][CH:3]=1.C(O)(=O)C.C([BH3-])#N.[Na+].[C:22]([CH:29]([NH2:32])[CH:30]=O)([O:24][C:25]([CH3:28])([CH3:27])[CH3:26])=[O:23].C(=O)([O-])[O-].[Na+].[Na+]. Product: [CH2:1]([O:8][C:9](=[O:13])[C@H:10]([CH3:12])[NH:11][CH2:30][CH:29]([NH2:32])[C:22]([O:24][C:25]([CH3:28])([CH3:27])[CH3:26])=[O:23])[C:2]1[CH:7]=[CH:6][CH:5]=[CH:4][CH:3]=1. The catalyst class is: 24. (5) Reactant: [O:1]1[C:5]2[CH:6]=[CH:7][CH:8]=[CH:9][C:4]=2[N:3]=[C:2]1[C:10]1[CH:11]=[CH:12][C:13]([NH:17][CH:18]2[CH2:23][CH2:22][O:21][CH2:20][CH2:19]2)=[C:14]([CH:16]=1)[NH2:15].[S:24]1[CH:28]=[CH:27][CH:26]=[C:25]1[CH:29]=O.OOS([O-])=O.[K+].C(=O)([O-])[O-].[K+].[K+]. Product: [O:1]1[C:5]2[CH:6]=[CH:7][CH:8]=[CH:9][C:4]=2[N:3]=[C:2]1[C:10]1[CH:11]=[CH:12][C:13]2[N:17]([CH:18]3[CH2:23][CH2:22][O:21][CH2:20][CH2:19]3)[C:29]([C:25]3[S:24][CH:28]=[CH:27][CH:26]=3)=[N:15][C:14]=2[CH:16]=1. The catalyst class is: 18.